From a dataset of Full USPTO retrosynthesis dataset with 1.9M reactions from patents (1976-2016). Predict the reactants needed to synthesize the given product. (1) The reactants are: [N:1]([CH:4]([CH3:6])[CH3:5])=[C:2]=[O:3].Cl.[CH3:8][N:9]1[CH2:14][CH2:13][N:12]([C:15]2[CH:20]=[C:19]([C:21]3[CH:30]=[C:29]4[C:24]([CH2:25][CH2:26][NH:27][CH2:28]4)=[CH:23][CH:22]=3)[N:18]=[C:17]([NH2:31])[N:16]=2)[CH2:11][CH2:10]1. Given the product [NH2:31][C:17]1[N:18]=[C:19]([C:21]2[CH:30]=[C:29]3[C:24]([CH2:25][CH2:26][N:27]([C:2]([NH:1][CH:4]([CH3:6])[CH3:5])=[O:3])[CH2:28]3)=[CH:23][CH:22]=2)[CH:20]=[C:15]([N:12]2[CH2:11][CH2:10][N:9]([CH3:8])[CH2:14][CH2:13]2)[N:16]=1, predict the reactants needed to synthesize it. (2) Given the product [Cl-:29].[S:1]1[CH:5]=[C:4]([C@H:6]([NH:18][C:19]2[CH:24]=[CH:23][CH:22]=[CH:21][CH:20]=2)[C:7]([O:9][C@@H:10]2[CH:15]3[CH2:16][CH2:17][N+:12]([CH2:30][C:31](=[O:32])[C:33]4[S:34][CH:35]=[CH:36][CH:37]=4)([CH2:13][CH2:14]3)[CH2:11]2)=[O:8])[C:3]2[CH:25]=[CH:26][CH:27]=[CH:28][C:2]1=2, predict the reactants needed to synthesize it. The reactants are: [S:1]1[CH:5]=[C:4]([C@H:6]([NH:18][C:19]2[CH:24]=[CH:23][CH:22]=[CH:21][CH:20]=2)[C:7]([O:9][C@@H:10]2[CH:15]3[CH2:16][CH2:17][N:12]([CH2:13][CH2:14]3)[CH2:11]2)=[O:8])[C:3]2[CH:25]=[CH:26][CH:27]=[CH:28][C:2]1=2.[Cl:29][CH2:30][C:31]([C:33]1[S:34][CH:35]=[CH:36][CH:37]=1)=[O:32].C(OCC)C. (3) Given the product [CH3:3][CH:2]([O:4][C:5]1[CH:6]=[C:7]([O:19][C:20]2[CH:25]=[CH:24][C:23]([S:26]([CH3:29])(=[O:27])=[O:28])=[CH:22][CH:21]=2)[CH:8]=[C:9]2[C:13]=1[NH:12][C:11]([C:14]([OH:16])=[O:15])=[CH:10]2)[CH3:1], predict the reactants needed to synthesize it. The reactants are: [CH3:1][CH:2]([O:4][C:5]1[CH:6]=[C:7]([O:19][C:20]2[CH:25]=[CH:24][C:23]([S:26]([CH3:29])(=[O:28])=[O:27])=[CH:22][CH:21]=2)[CH:8]=[C:9]2[C:13]=1[NH:12][C:11]([C:14]([O:16]CC)=[O:15])=[CH:10]2)[CH3:3]. (4) Given the product [CH:11]1([CH2:17][N:18]2[C:26]3[C:21](=[CH:22][CH:23]=[CH:24][C:25]=3[O:27][CH3:28])[C:20]([CH:8]=[O:9])=[CH:19]2)[CH2:12][CH2:13][CH2:14][CH2:15][CH2:16]1, predict the reactants needed to synthesize it. The reactants are: P(Cl)(Cl)(Cl)=O.CN(C)[CH:8]=[O:9].[CH:11]1([CH2:17][N:18]2[C:26]3[C:21](=[CH:22][CH:23]=[CH:24][C:25]=3[O:27][CH3:28])[CH:20]=[CH:19]2)[CH2:16][CH2:15][CH2:14][CH2:13][CH2:12]1.C(=O)(O)[O-].[Na+]. (5) Given the product [Cl:22][C:18]1[CH:17]=[C:16]([C:15]2[S:14][C:13]([CH3:23])=[N:12][C:11]=2[C:9]([N:8]2[CH2:7][C@H:6]3[C@H:4]([CH2:5]3)[C@H:3]2[CH2:2][NH:1][C:34]([C:24]2[C:33]3[C:28](=[CH:29][CH:30]=[CH:31][CH:32]=3)[CH:27]=[CH:26][CH:25]=2)=[O:35])=[O:10])[CH:21]=[CH:20][CH:19]=1, predict the reactants needed to synthesize it. The reactants are: [NH2:1][CH2:2][C@H:3]1[N:8]([C:9]([C:11]2[N:12]=[C:13]([CH3:23])[S:14][C:15]=2[C:16]2[CH:21]=[CH:20][CH:19]=[C:18]([Cl:22])[CH:17]=2)=[O:10])[CH2:7][C@H:6]2[C@@H:4]1[CH2:5]2.[C:24]1([C:34](O)=[O:35])[C:33]2[C:28](=[CH:29][CH:30]=[CH:31][CH:32]=2)[CH:27]=[CH:26][CH:25]=1. (6) Given the product [Cl:25][C:26]1[CH:27]=[C:28]([CH:31]=[CH:32][C:33]=1[CH3:34])[CH2:29][NH:30][C:4]([C:6]1[N:7]=[C:8]([C:15]2[C:20]([O:21][CH3:22])=[CH:19][CH:18]=[CH:17][C:16]=2[O:23][CH3:24])[N:9]([CH3:14])[C:10](=[O:13])[C:11]=1[OH:12])=[O:5], predict the reactants needed to synthesize it. The reactants are: C(O[C:4]([C:6]1[N:7]=[C:8]([C:15]2[C:20]([O:21][CH3:22])=[CH:19][CH:18]=[CH:17][C:16]=2[O:23][CH3:24])[N:9]([CH3:14])[C:10](=[O:13])[C:11]=1[OH:12])=[O:5])C.[Cl:25][C:26]1[CH:27]=[C:28]([CH:31]=[CH:32][C:33]=1[CH3:34])[CH2:29][NH2:30]. (7) Given the product [C:17]([CH2:16][O:15][C:6]1[C:7]2[CH:13]=[CH:12][C:11]([C:49]3[CH:48]=[CH:47][CH:46]=[C:45]([F:44])[CH:50]=3)=[CH:10][C:8]=2[S:9][C:5]=1[C:3]([OH:2])=[O:4])([OH:19])=[O:18], predict the reactants needed to synthesize it. The reactants are: C[O:2][C:3]([C:5]1[S:9][C:8]2[CH:10]=[C:11](Cl)[CH:12]=[CH:13][C:7]=2[C:6]=1[O:15][CH2:16][C:17]([O:19]C(C)(C)C)=[O:18])=[O:4].F[B-](F)(F)F.C(P(C(C)(C)C)C(C)(C)C)(C)(C)C.[F-].[K+].[F:44][C:45]1[CH:46]=[C:47](B(O)O)[CH:48]=[CH:49][CH:50]=1.